Dataset: Catalyst prediction with 721,799 reactions and 888 catalyst types from USPTO. Task: Predict which catalyst facilitates the given reaction. (1) Reactant: [H-].[Na+].[Cl:3][C:4]1[CH:9]=[CH:8][C:7]([CH:10]([C:16]2[CH:21]=[CH:20][C:19]([Cl:22])=[CH:18][CH:17]=2)[C:11]([O:13]CC)=[O:12])=[CH:6][CH:5]=1.[CH3:23]I. Product: [Cl:22][C:19]1[CH:18]=[CH:17][C:16]([C:10]([C:7]2[CH:8]=[CH:9][C:4]([Cl:3])=[CH:5][CH:6]=2)([CH3:23])[C:11]([OH:13])=[O:12])=[CH:21][CH:20]=1. The catalyst class is: 31. (2) The catalyst class is: 2. Product: [CH2:21]([NH:28][C:1](=[O:5])[C:2]#[CH:3])[C:22]1[CH:27]=[CH:26][CH:25]=[CH:24][CH:23]=1. Reactant: [C:1]([OH:5])(=O)[C:2]#[CH:3].C1CCC(N=C=NC2CCCCC2)CC1.[CH2:21]([NH2:28])[C:22]1[CH:27]=[CH:26][CH:25]=[CH:24][CH:23]=1. (3) Reactant: [Br:1][C:2]1[CH:10]=[CH:9][C:5]([C:6](Cl)=[O:7])=[CH:4][CH:3]=1.C(=O)([O:16][CH2:17][C:18]1[S:19][C:20]2[CH:26]=[CH:25][C:24]([NH2:27])=[CH:23][C:21]=2[N:22]=1)OCC=C.[OH-].[Na+]. Product: [Br:1][C:2]1[CH:10]=[CH:9][C:5]([C:6]([NH:27][C:24]2[CH:25]=[CH:26][C:20]3[S:19][C:18]([CH2:17][OH:16])=[N:22][C:21]=3[CH:23]=2)=[O:7])=[CH:4][CH:3]=1. The catalyst class is: 64.